Dataset: Catalyst prediction with 721,799 reactions and 888 catalyst types from USPTO. Task: Predict which catalyst facilitates the given reaction. Reactant: [CH3:1][C:2]1[C:7]([O:8][CH2:9][C:10]([O:12]C)=O)=[CH:6][CH:5]=[CH:4][N:3]=1.O.[NH2:15][NH2:16]. Product: [CH3:1][C:2]1[C:7]([O:8][CH2:9][C:10]([NH:15][NH2:16])=[O:12])=[CH:6][CH:5]=[CH:4][N:3]=1. The catalyst class is: 14.